Dataset: Experimentally validated miRNA-target interactions with 360,000+ pairs, plus equal number of negative samples. Task: Binary Classification. Given a miRNA mature sequence and a target amino acid sequence, predict their likelihood of interaction. (1) The miRNA is gga-let-7a-5p with sequence UGAGGUAGUAGGUUGUAUAGUU. The protein sequence of the target gene is MAGPGVPGAPAARWKRHIVRQLRLRDRTQKALFLELVPAYNHLLEKAELLDKFSKKLQPEPNSVTPTTHQGPWEESELDSDQVPSLVALRVKWQEEEEGLRLVCGEMAYQVVEKGAALGTLESELQQRQSRLAALEARVAQLREARAQQAQQVEEWRAQNAVQRAAYEALRAHVGLREAALRRLQEEARDLLERLVQRKARAAAERNLRNERRERAKQARVSQELKKAAKRTVSISEGPDTLGDGMRERRETLALAPEPEPLEKEACEKWKRPFRSASATSLTLSHCVDVVKGLLDFKKR.... Result: 0 (no interaction). (2) The miRNA is hsa-miR-4768-3p with sequence CCAGGAGAUCCAGAGAGAAU. The protein sequence of the target gene is MSYPADDYESEAAYDPYAYPSDYDMHTGDPKQDLAYERQYEQQTYQVIPEVIKNFIQYFHKTVSDLIDQKVYELQASRVSSDVIDQKVYEIQDIYENSWTKLTERFFKNTPWPEAEAIAPQVGNDAVFLILYKELYYRHIYAKVSGGPSLEQRFESYYNYCNLFNYILNADGPAPLELPNQWLWDIIDEFIYQFQSFSQYRCKTAKKSEEEIDFLRSNPKIWNVHSVLNVLHSLVDKSNINRQLEVYTSGGDPESVAGEYGRHSLYKMLGYFSLVGLLRLHSLLGDYYQAIKVLENIELN.... Result: 1 (interaction). (3) The miRNA is hsa-miR-4668-5p with sequence AGGGAAAAAAAAAAGGAUUUGUC. The protein sequence of the target gene is MACGATLKRTLDFDPLLSPASPKRRRCAPLSAPTSAAASPLSAAAATAASFSAAAASPQKYLRMEPSPFGDVSSRLTTEQILYNIKQEYKRMQKRRHLETSFQQTDPCCTSDAQPHAFLLSGPASPGTSSAASSPLKKEQPLFTLRQVGMICERLLKEREEKVREEYEEILNTKLAEQYDAFVKFTHDQIMRRYGEQPASYVS. Result: 0 (no interaction). (4) The miRNA is mmu-miR-5099 with sequence UUAGAUCGAUGUGGUGCUCC. The protein sequence of the target gene is MSIETLLEAARFLEWQAQQQQRAREEQERLRLEREREREQEQKRASNLARLAHALPVEEPRIEAPPLPLSPPAPPPAPPPPLATPAPLTVIPIPVVTNSPQSLPPPPPLPPAAQPLPLAPRQPALVSTPGLSIKEPVTLPTRPQVPTPAPLLPDAKTTVAPTGSPKPLQPLPAPILTIAPHPGVQPQLAPQQPPPPTLGTLKLAPAEEAKSSEQKKRPGGIGTREVHNKLEKNRRAHLKECFETLKRNIPNVDDKKTSNLSVLRTALRYIQSLKRKEKEYEHEMERLAREKIATQQRLAE.... Result: 0 (no interaction). (5) The miRNA is hsa-miR-423-5p with sequence UGAGGGGCAGAGAGCGAGACUUU. The protein sequence of the target gene is MAAVGPPQQQVRMAHQQVWAALEVALRVPCLYIIDAIFNSYPDSSQSRFCIVLQIFLRLFGVFASSIVLILSQRSLFKFYTYSSAFLLAATSVLVNYYASLHIDFYGAYNTSAFGIELLPRKGPSLWMALIVLQLTFGIGYVTLLQIHSIYSQLIILDLLVPVIGLITELPLHIRETLLFTSSLILTLNTVFVLAVKLKWFYYSTRYVYLLVRHMYRIYGLQLLMEDTWKRIRFPDILRVFWLTRVTAQATVLMYILRMANETDSFFISWDDFWDLICNLIISGCDSTLTVLGMSAVISS.... Result: 1 (interaction). (6) The miRNA is hsa-miR-4742-5p with sequence UCAGGCAAAGGGAUAUUUACAGA. The protein sequence of the target gene is MEAPAELLAALPALATALALLLAWLLVRRGAAASPEPARAPPEPAPPAEATGAPAPSRPCAPEPAASPAGPEEPGEPAGLGELGEPAGPGEPEGPGDPAAAPAEAEEQAVEARQEEEQDLDGEKGPSSEGPEEEDGEGFSFKYSPGKLRGNQYKKMMTKEELEEEQRVQKEQLAAIFKLMKDNKETFGEMSDGDVQEQLRLYDM. Result: 1 (interaction). (7) The miRNA is hsa-miR-6736-5p with sequence CUGGGUGAGGGCAUCUGUGGU. The protein sequence of the target gene is MELHYLAKKSNQADLCDARDWSSRGLPGDQADTAATRAALCCQKQCASTPRATEMEGSKLSSSPASPSSSLQNSTLQPDAFPPGLLHSGNNQITAERKVCNCCSQELETSFTYVDKNINLEQRNRSSPSAKGHNHPGELGWENPNEWSQEAAISLISEEEDDTSSEATSSGKSIDYGFISAILFLVTGILLVIISYIVPREVTVDPNTVAAREMERLEKESARLGAHLDRCVIAGLCLLTLGGVILSCLLMMSMWKGELYRRNRFASSKESAKLYGSFNFRMKTSTNENTLELSLVEEDA.... Result: 0 (no interaction). (8) The miRNA is dre-miR-10b-5p with sequence UACCCUGUAGAACCGAAUUUGUG. The protein sequence of the target gene is MAAKQTEPVTIISLRKLSQAAPEPQQKETKTFTVEDAVETIGFGRFHIALFLIMGSTGVVEAMEIMLIAVVSPVIRCEWQLENWQVAFVTTMVFFGYMVSSILFGLLADRYGRWKILLLSFLWGAYFSLLTSFSPSYIWFVFLRTMVGCGVSGHAQGLIIKTEFLPTKYRGYMLPLSQVFWLAGSLLIISMASVVIPTIGWRWLIRIASIPGIILIMAFKFIPESARFNVSTGNTQAALNTLESIAKMNRSVMPEGQLVEPILEKRGRFADLLDSKYLRTTLQIWIIWLGISFAYYGVIL.... Result: 0 (no interaction).